This data is from Catalyst prediction with 721,799 reactions and 888 catalyst types from USPTO. The task is: Predict which catalyst facilitates the given reaction. (1) Reactant: [CH2:1]([O:5][C:6]1[C:15]2[C:10](=[CH:11][CH:12]=[C:13]([C:16]3[S:17][CH:18]=[C:19]([C:21]#[N:22])[N:20]=3)[CH:14]=2)[C:9](=[O:23])[N:8]([CH2:24][CH:25]([CH3:27])[CH3:26])[C:7]=1[CH2:28][NH:29]C(=O)OC(C)(C)C)[CH2:2][CH2:3][CH3:4].[ClH:37]. Product: [ClH:37].[NH2:29][CH2:28][C:7]1[N:8]([CH2:24][CH:25]([CH3:26])[CH3:27])[C:9](=[O:23])[C:10]2[C:15]([C:6]=1[O:5][CH2:1][CH2:2][CH2:3][CH3:4])=[CH:14][C:13]([C:16]1[S:17][CH:18]=[C:19]([C:21]#[N:22])[N:20]=1)=[CH:12][CH:11]=2. The catalyst class is: 13. (2) Reactant: [N:1]1([C:10]2[C:11]([C:24]3[CH:29]=[CH:28][CH:27]=[CH:26][CH:25]=3)=[N:12][C:13]3[C:18]([N:19]=2)=[CH:17][C:16]([C:20]([O:22][CH3:23])=[O:21])=[CH:15][CH:14]=3)[C:9]2[C:4](=[CH:5][CH:6]=[CH:7][CH:8]=2)[CH2:3][CH2:2]1.C(C1C(=O)C(Cl)=C(Cl)C(=O)C=1C#N)#N.CS(C)=O. Product: [N:1]1([C:10]2[C:11]([C:24]3[CH:25]=[CH:26][CH:27]=[CH:28][CH:29]=3)=[N:12][C:13]3[C:18]([N:19]=2)=[CH:17][C:16]([C:20]([O:22][CH3:23])=[O:21])=[CH:15][CH:14]=3)[C:9]2[C:4](=[CH:5][CH:6]=[CH:7][CH:8]=2)[CH:3]=[CH:2]1. The catalyst class is: 6. (3) Reactant: Br[C:2]1[C:3]2[CH:4]3[CH2:22][CH2:21][N:20](C(OC(C)(C)C)=O)[CH2:19][CH2:18][CH:5]3[N:6](C(OC(C)(C)C)=O)[C:7]=2[CH:8]=[CH:9][CH:10]=1.P([O-])([O-])([O-])=O.[K+].[K+].[K+].[O:38]1[C:42](B(O)O)=[CH:41][C:40]2[CH:46]=[CH:47][CH:48]=[CH:49][C:39]1=2.N#N. Product: [O:38]1[C:39]2[CH:49]=[CH:48][CH:47]=[CH:46][C:40]=2[CH:41]=[C:42]1[C:2]1[C:3]2[C@@H:4]3[CH2:22][CH2:21][NH:20][CH2:19][CH2:18][C@@H:5]3[NH:6][C:7]=2[CH:8]=[CH:9][CH:10]=1. The catalyst class is: 455.